This data is from Reaction yield outcomes from USPTO patents with 853,638 reactions. The task is: Predict the reaction yield, written as a fraction of the theoretical maximum amount of product (1.0 means a 100% yield; for example, 0.34 means a 34% yield). (1) The reactants are [Br:1][C:2]1[CH:3]=[C:4]([N+:11]([O-])=O)[C:5]([O:8][CH2:9][CH3:10])=[N:6][CH:7]=1.[Sn](Cl)Cl.[OH-].[Na+].S([O-])([O-])(=O)=O.[Na+].[Na+]. The catalyst is C(OCC)(=O)C. The product is [Br:1][C:2]1[CH:3]=[C:4]([NH2:11])[C:5]([O:8][CH2:9][CH3:10])=[N:6][CH:7]=1. The yield is 0.800. (2) The reactants are [Cl:1][C:2]1[CH:18]=[CH:17][C:5]2[CH2:6][CH2:7][N:8]([C:11](=[O:16])[C:12]([F:15])([F:14])[F:13])[CH2:9][CH2:10][C:4]=2[C:3]=1OS(C(F)(F)F)(=O)=O.[CH3:27][C:28]([CH3:42])([CH3:41])[CH2:29][S:30]([C:33]1[CH:40]=[CH:39][C:36]([CH2:37][NH2:38])=[CH:35][CH:34]=1)(=[O:32])=[O:31].C1C=CC(P(C2C(C3C(P(C4C=CC=CC=4)C4C=CC=CC=4)=CC=C4C=3C=CC=C4)=C3C(C=CC=C3)=CC=2)C2C=CC=CC=2)=CC=1.C(=O)([O-])[O-].[Cs+].[Cs+]. The catalyst is C1(C)C=CC=CC=1.C1C=CC(/C=C/C(/C=C/C2C=CC=CC=2)=O)=CC=1.C1C=CC(/C=C/C(/C=C/C2C=CC=CC=2)=O)=CC=1.C1C=CC(/C=C/C(/C=C/C2C=CC=CC=2)=O)=CC=1.[Pd].[Pd]. The product is [Cl:1][C:2]1[CH:18]=[CH:17][C:5]2[CH2:6][CH2:7][N:8]([C:11](=[O:16])[C:12]([F:14])([F:13])[F:15])[CH2:9][CH2:10][C:4]=2[C:3]=1[NH:38][CH2:37][C:36]1[CH:35]=[CH:34][C:33]([S:30]([CH2:29][C:28]([CH3:42])([CH3:41])[CH3:27])(=[O:32])=[O:31])=[CH:40][CH:39]=1. The yield is 0.800. (3) The reactants are [C:1]([O:5][C:6]([N:8]1[CH2:12][C:11]([F:14])([F:13])[CH2:10][CH:9]1[C:15]1[NH:16][C:17]([C:20]2[CH:25]=[CH:24][C:23](Br)=[CH:22][CH:21]=2)=[CH:18][N:19]=1)=[O:7])([CH3:4])([CH3:3])[CH3:2].[Si:27]([C:31]#[CH:32])([CH3:30])([CH3:29])[CH3:28].C(N(CC)CC)C.N#N. The catalyst is CN(C=O)C.C1C=CC([P]([Pd]([P](C2C=CC=CC=2)(C2C=CC=CC=2)C2C=CC=CC=2)([P](C2C=CC=CC=2)(C2C=CC=CC=2)C2C=CC=CC=2)[P](C2C=CC=CC=2)(C2C=CC=CC=2)C2C=CC=CC=2)(C2C=CC=CC=2)C2C=CC=CC=2)=CC=1.[Cu]I. The product is [C:1]([O:5][C:6]([N:8]1[CH2:12][C:11]([F:14])([F:13])[CH2:10][CH:9]1[C:15]1[NH:16][C:17]([C:20]2[CH:25]=[CH:24][C:23]([C:32]#[C:31][Si:27]([CH3:30])([CH3:29])[CH3:28])=[CH:22][CH:21]=2)=[CH:18][N:19]=1)=[O:7])([CH3:4])([CH3:3])[CH3:2]. The yield is 0.790. (4) The catalyst is O.C1COCC1. The product is [NH2:45][C:11]1[CH:12]=[C:13]([C:16]2[C:20]3[CH2:21][N:22]([C:25](=[O:27])[CH3:26])[CH2:23][CH2:24][C:19]=3[N:18]([CH2:28][CH:29]([OH:44])[CH2:30][N:31]3[CH2:32][CH2:33][N:34]([C:37]4[CH:42]=[CH:41][CH:40]=[CH:39][C:38]=4[CH3:43])[CH2:35][CH2:36]3)[N:17]=2)[CH:14]=[CH:15][C:10]=1[Cl:9]. The reactants are S(S([O-])=O)([O-])=O.[Na+].[Na+].[Cl:9][C:10]1[CH:15]=[CH:14][C:13]([C:16]2[C:20]3[CH2:21][N:22]([C:25](=[O:27])[CH3:26])[CH2:23][CH2:24][C:19]=3[N:18]([CH2:28][CH:29]([OH:44])[CH2:30][N:31]3[CH2:36][CH2:35][N:34]([C:37]4[CH:42]=[CH:41][CH:40]=[CH:39][C:38]=4[CH3:43])[CH2:33][CH2:32]3)[N:17]=2)=[CH:12][C:11]=1[N+:45]([O-])=O.Cl.C(=O)(O)[O-].[Na+]. The yield is 0.841. (5) The reactants are [N+:1]([C:4]1[CH:9]=[CH:8][C:7]([CH2:10][CH:11]([NH:13][CH2:14][C:15]2[CH:20]=[CH:19][CH:18]=[CH:17][CH:16]=2)[CH3:12])=[CH:6][CH:5]=1)([O-:3])=[O:2].C(O)(=O)[C@@H](C1C=CC=CC=1)O. No catalyst specified. The product is [N+:1]([C:4]1[CH:5]=[CH:6][C:7]([CH2:10][C@@H:11]([NH:13][CH2:14][C:15]2[CH:16]=[CH:17][CH:18]=[CH:19][CH:20]=2)[CH3:12])=[CH:8][CH:9]=1)([O-:3])=[O:2]. The yield is 0.650. (6) The reactants are [CH2:1]([N:8]1[C:16]2[C:11](=[CH:12][C:13]([C:17]3[CH:22]=[CH:21][C:20]([O:23][C:24]([F:27])([F:26])[F:25])=[CH:19][CH:18]=3)=[CH:14][CH:15]=2)[CH:10]=[CH:9]1)[C:2]1[CH:7]=[CH:6][CH:5]=[CH:4][CH:3]=1.[CH2:28]([N:35]1C2C(=CC(Br)=CC=2)C=C1)C1C=CC=CC=1.FC(F)(F)OC1C=CC(B(O)O)=CC=1.ClCCl.[C:62](=[O:65])([O-])[O-:63].[K+].[K+].[O:68]1CC[O:71][CH2:70][CH2:69]1. The catalyst is O.C1C=CC(P(C2C=CC=CC=2)[C-]2C=CC=C2)=CC=1.C1C=CC(P(C2C=CC=CC=2)[C-]2C=CC=C2)=CC=1.Cl[Pd]Cl.[Fe+2]. The product is [CH2:1]([N:8]1[C:16]2[C:11](=[CH:12][C:13]([C:17]3[CH:22]=[CH:21][C:20]([O:23][C:24]([F:27])([F:25])[F:26])=[CH:19][CH:18]=3)=[CH:14][CH:15]=2)[C:10]([C:70](=[O:71])[C:69]([NH:35][CH2:28][C:62]([OH:63])=[O:65])=[O:68])=[CH:9]1)[C:2]1[CH:3]=[CH:4][CH:5]=[CH:6][CH:7]=1. The yield is 0.420.